Dataset: Full USPTO retrosynthesis dataset with 1.9M reactions from patents (1976-2016). Task: Predict the reactants needed to synthesize the given product. (1) Given the product [O:12]=[C:8]1[CH:7]=[CH:6][C:5]2[C:10](=[CH:11][C:2]([C:14]#[N:15])=[CH:3][CH:4]=2)[NH:9]1, predict the reactants needed to synthesize it. The reactants are: Br[C:2]1[CH:11]=[C:10]2[C:5]([CH:6]=[CH:7][C:8](=[O:12])[NH:9]2)=[CH:4][CH:3]=1.[Cu][C:14]#[N:15].C(ON(OC(=O)C)CCN(OC(=O)C)OC(=O)C)(=O)C. (2) Given the product [O:4]1[C:8]2=[C:9]([N:13]3[CH2:18][CH2:17][N:16]([CH2:19][CH2:20][C@H:21]4[CH2:26][CH2:25][C@H:24]([NH:27][S:30]([N:29]([CH3:34])[CH3:28])(=[O:32])=[O:31])[CH2:23][CH2:22]4)[CH2:15][CH2:14]3)[N:10]=[CH:11][CH:12]=[C:7]2[CH2:6][CH2:5]1, predict the reactants needed to synthesize it. The reactants are: Cl.Cl.Cl.[O:4]1[C:8]2=[C:9]([N:13]3[CH2:18][CH2:17][N:16]([CH2:19][CH2:20][C@H:21]4[CH2:26][CH2:25][C@H:24]([NH2:27])[CH2:23][CH2:22]4)[CH2:15][CH2:14]3)[N:10]=[CH:11][CH:12]=[C:7]2[CH2:6][CH2:5]1.[CH3:28][N:29]([CH3:34])[S:30](Cl)(=[O:32])=[O:31]. (3) Given the product [F:1][C:2]1[CH:3]=[C:4]2[C:8](=[CH:9][CH:10]=1)[CH:7]([NH:11][C:12]1[CH:21]=[CH:20][C:19]3[C:14](=[CH:15][CH:16]=[C:17]([NH:22][C:27]([NH:26][CH:23]([CH3:25])[CH3:24])=[O:28])[CH:18]=3)[N:13]=1)[CH2:6][CH2:5]2, predict the reactants needed to synthesize it. The reactants are: [F:1][C:2]1[CH:3]=[C:4]2[C:8](=[CH:9][CH:10]=1)[CH:7]([NH:11][C:12]1[CH:21]=[CH:20][C:19]3[C:14](=[CH:15][CH:16]=[C:17]([NH2:22])[CH:18]=3)[N:13]=1)[CH2:6][CH2:5]2.[CH:23]([N:26]=[C:27]=[O:28])([CH3:25])[CH3:24]. (4) Given the product [Br:1]/[C:16](=[C:21]1\[C:20]2[CH:29]=[CH:30][CH:25]=[CH:26][C:27]=2[O:35][CH2:36][C:8]2[CH:7]=[C:6]3[C:11]([CH:10]=[N:9][N:5]3[CH3:12])=[CH:39][C:38]\1=2)/[CH2:17][CH3:18], predict the reactants needed to synthesize it. The reactants are: [Br-:1].[Br-].[Br-].C[N:5]([CH3:12])[C:6]1[CH:11]=[CH:10][NH+:9]=[CH:8][CH:7]=1.CN([C:16]1[CH:21]=[CH:20][NH+]=[CH:18][CH:17]=1)C.CN([C:25]1[CH:30]=[CH:29][NH+]=[CH:27][CH:26]=1)C.O.C([O:35][CH2:36]C)(=O)C.[C:38](#N)[CH3:39]. (5) Given the product [C:11]([CH:12]([O:9][C:3]1[CH:4]=[CH:5][CH:6]=[C:7]([F:8])[C:2]=1[F:1])[CH2:13][CH2:14][CH2:15][CH2:16][CH3:17])#[CH:10], predict the reactants needed to synthesize it. The reactants are: [F:1][C:2]1[C:7]([F:8])=[CH:6][CH:5]=[CH:4][C:3]=1[OH:9].[CH:10]#[C:11][CH:12](O)[CH2:13][CH2:14][CH2:15][CH2:16][CH3:17].C1(P(C2C=CC=CC=2)C2C=CC=CC=2)C=CC=CC=1.CC(OC(/N=N/C(OC(C)C)=O)=O)C. (6) The reactants are: [Si:1]([O:8][C@H:9]1[CH2:14][CH2:13][CH2:12][N:11]([C:15]2[CH:20]=[CH:19][N:18]=[CH:17][C:16]=2[N+:21]([O-])=O)[CH2:10]1)([C:4]([CH3:7])([CH3:6])[CH3:5])([CH3:3])[CH3:2]. Given the product [C:4]([C:17]1[C:16]([NH2:21])=[C:15]([N:11]2[CH2:12][CH2:13][CH2:14][C@H:9]([O:8][Si:1]([C:4]([CH3:7])([CH3:6])[CH3:5])([CH3:3])[CH3:2])[CH2:10]2)[CH:20]=[CH:19][N:18]=1)([CH3:7])([CH3:6])[CH3:5], predict the reactants needed to synthesize it. (7) Given the product [Br:1][C:16]1[CH:17]=[C:12]([C:10]#[N:11])[C:13]([NH:18][CH2:19][C:20]([NH2:22])=[O:21])=[N:14][CH:15]=1, predict the reactants needed to synthesize it. The reactants are: [Br:1]NC(=O)CCC(N)=O.[C:10]([C:12]1[C:13]([NH:18][CH2:19][C:20]([NH2:22])=[O:21])=[N:14][CH:15]=[CH:16][CH:17]=1)#[N:11]. (8) Given the product [CH3:9][CH:10]([OH:15])[CH2:11][O:20][C:1]([C:2]([CH3:4])=[CH2:3])=[O:5], predict the reactants needed to synthesize it. The reactants are: [C:1](Cl)(=[O:5])[C:2]([CH3:4])=[CH2:3].OC[C:9]1[C:10](=[O:15])[CH2:11]CCC=1.CN1CC[O:20]CC1. (9) Given the product [C:1]1([C@@H:7]([CH3:20])[CH2:8][NH2:9])[CH:6]=[CH:5][CH:4]=[CH:3][CH:2]=1, predict the reactants needed to synthesize it. The reactants are: [C:1]1([C@@H:7]([CH3:20])[CH2:8][N:9]2C(=O)C3C(=CC=CC=3)C2=O)[CH:6]=[CH:5][CH:4]=[CH:3][CH:2]=1.NN.